This data is from Forward reaction prediction with 1.9M reactions from USPTO patents (1976-2016). The task is: Predict the product of the given reaction. (1) Given the reactants [CH3:1][C@@H:2]1[CH2:7][NH:6][CH2:5][CH2:4][NH:3]1.C(=O)(O)[O-].[Na+].[C:13](Cl)(=[O:20])[C:14]1[CH:19]=[CH:18][CH:17]=[CH:16][CH:15]=1.Cl, predict the reaction product. The product is: [CH3:1][C@H:2]1[NH:3][CH2:4][CH2:5][N:6]([C:13]([C:14]2[CH:19]=[CH:18][CH:17]=[CH:16][CH:15]=2)=[O:20])[CH2:7]1. (2) Given the reactants [N+:1]([C:4]1[CH:5]=[C:6]([N:10]2[CH:14]=[C:13]([Si](C)(C)C)[N:12]=[N:11]2)[CH:7]=[CH:8][CH:9]=1)([O-:3])=[O:2].C1COCC1, predict the reaction product. The product is: [N+:1]([C:4]1[CH:5]=[C:6]([N:10]2[CH:14]=[CH:13][N:12]=[N:11]2)[CH:7]=[CH:8][CH:9]=1)([O-:3])=[O:2]. (3) Given the reactants [NH:1]1[CH2:6][CH2:5][CH:4]([CH2:7][OH:8])[CH2:3][CH2:2]1.C([O-])(O)=O.[Na+].[C:14](=O)([O:23]N1C(=O)CCC1=O)[O:15][CH2:16][C:17]1[CH:22]=[CH:21][CH:20]=[CH:19][CH:18]=1, predict the reaction product. The product is: [OH:8][CH2:7][CH:4]1[CH2:5][CH2:6][N:1]([C:14]([O:15][CH2:16][C:17]2[CH:22]=[CH:21][CH:20]=[CH:19][CH:18]=2)=[O:23])[CH2:2][CH2:3]1. (4) Given the reactants [CH3:1][C:2]([C:4]([O:6][CH2:7][CH2:8][OH:9])=[O:5])=[CH2:3].C(Cl)CCl.[CH3:14][C:15]1[C:16]([CH3:31])=[C:17]2[O:26][C:25]([C:28](O)=[O:29])([CH3:27])[CH2:24][CH2:23][C:18]2=[C:19]([CH3:22])[C:20]=1[OH:21], predict the reaction product. The product is: [C:4]([O:6][CH2:7][CH2:8][O:9][C:28]([C:25]1([CH3:27])[CH2:24][CH2:23][C:18]2[C:17](=[C:16]([CH3:31])[C:15]([CH3:14])=[C:20]([OH:21])[C:19]=2[CH3:22])[O:26]1)=[O:29])(=[O:5])[C:2]([CH3:1])=[CH2:3]. (5) Given the reactants Cl[C:2]1[C:3]2[N:10]=[N:9][N:8]([C:11]3[CH:16]=[CH:15][CH:14]=[CH:13][C:12]=3[Cl:17])[C:4]=2[N:5]=[CH:6][N:7]=1.[F:18][C:19]([F:31])([F:30])[S:20]([C:23]1[CH:29]=[CH:28][C:26]([NH2:27])=[CH:25][CH:24]=1)(=[O:22])=[O:21], predict the reaction product. The product is: [Cl:17][C:12]1[CH:13]=[CH:14][CH:15]=[CH:16][C:11]=1[N:8]1[C:4]2[N:5]=[CH:6][N:7]=[C:2]([NH:27][C:26]3[CH:28]=[CH:29][C:23]([S:20]([C:19]([F:31])([F:18])[F:30])(=[O:22])=[O:21])=[CH:24][CH:25]=3)[C:3]=2[N:10]=[N:9]1. (6) The product is: [CH2:28]([N:32]([CH2:37][CH2:38][CH2:39][CH3:40])[CH2:33][CH2:34][CH2:35][NH:36][CH2:1][C:3]1[CH:12]=[CH:11][C:6]([C:7]([O:9][CH3:10])=[O:8])=[CH:5][CH:4]=1)[CH2:29][CH2:30][CH3:31]. Given the reactants [CH:1]([C:3]1[CH:12]=[CH:11][C:6]([C:7]([O:9][CH3:10])=[O:8])=[CH:5][CH:4]=1)=O.C[Si](C)(C)CCOCN1C=CN=C1C=O.[CH2:28]([N:32]([CH2:37][CH2:38][CH2:39][CH3:40])[CH2:33][CH2:34][CH2:35][NH2:36])[CH2:29][CH2:30][CH3:31], predict the reaction product. (7) Given the reactants [Cl:1][C:2]1[CH:7]=[C:6]([C:8]#N)[CH:5]=[CH:4][C:3]=1[NH:10][C:11]([C:13]1[N:17]=[C:16]([C:18]([Cl:21])([Cl:20])[Cl:19])[N:15]([C:22]2[CH:27]=[CH:26][C:25]([Cl:28])=[C:24]([Cl:29])[CH:23]=2)[N:14]=1)=[O:12].CC(C[AlH]CC(C)C)C.C(OCC)(=[O:41])C.CCCCCCC.O, predict the reaction product. The product is: [Cl:1][C:2]1[CH:7]=[C:6]([CH:8]=[O:41])[CH:5]=[CH:4][C:3]=1[NH:10][C:11]([C:13]1[N:17]=[C:16]([C:18]([Cl:21])([Cl:20])[Cl:19])[N:15]([C:22]2[CH:27]=[CH:26][C:25]([Cl:28])=[C:24]([Cl:29])[CH:23]=2)[N:14]=1)=[O:12]. (8) Given the reactants C[O:2][C:3](=[O:24])[C:4]1[CH:9]=[CH:8][C:7]([F:10])=[C:6]([NH:11][C:12]([C:14]2[N:18]3[CH:19]=[CH:20][C:21](Br)=[CH:22][C:17]3=[N:16][CH:15]=2)=[O:13])[CH:5]=1.[CH3:25][N:26]1[CH:30]=[CH:29][C:28](B2OC(C)(C)C(C)(C)O2)=[N:27]1.C(Cl)Cl.CC(O)=O, predict the reaction product. The product is: [F:10][C:7]1[CH:8]=[CH:9][C:4]([C:3]([OH:2])=[O:24])=[CH:5][C:6]=1[NH:11][C:12]([C:14]1[N:18]2[CH:19]=[CH:20][C:21]([C:30]3[N:26]([CH3:25])[N:27]=[CH:28][CH:29]=3)=[CH:22][C:17]2=[N:16][CH:15]=1)=[O:13].